This data is from Forward reaction prediction with 1.9M reactions from USPTO patents (1976-2016). The task is: Predict the product of the given reaction. (1) Given the reactants Cl[CH2:2][CH2:3][C@H:4]([C:6]1[CH:11]=[CH:10][CH:9]=[CH:8][CH:7]=1)[OH:5].[I-:12].[Na+], predict the reaction product. The product is: [I:12][CH2:2][CH2:3][C@H:4]([C:6]1[CH:11]=[CH:10][CH:9]=[CH:8][CH:7]=1)[OH:5]. (2) Given the reactants [CH3:1][O:2][C:3]1[CH:4]=[C:5]([CH:11]=[CH:12][CH:13]=1)[O:6][CH2:7][C:8](O)=[O:9].C(Cl)[Cl:15].C(Cl)(=O)C(Cl)=O, predict the reaction product. The product is: [CH3:1][O:2][C:3]1[CH:4]=[C:5]([CH:11]=[CH:12][CH:13]=1)[O:6][CH2:7][C:8]([Cl:15])=[O:9]. (3) Given the reactants Cl[C:2]1[N:6]([CH3:7])[N:5]=[CH:4][C:3]=1[N+:8]([O-:10])=[O:9].[NH:11]1[CH2:15][C@H:14]([OH:16])[C@@H:13]([OH:17])[CH2:12]1, predict the reaction product. The product is: [CH3:7][N:6]1[C:2]([N:11]2[CH2:15][C@H:14]([OH:16])[C@@H:13]([OH:17])[CH2:12]2)=[C:3]([N+:8]([O-:10])=[O:9])[CH:4]=[N:5]1. (4) Given the reactants [CH3:1][N:2]1[C:10]2[N:9]=[C:8]([Br:11])[N:7]([CH2:12][C:13]#[C:14][CH3:15])[C:6]=2[C:5](=[O:16])[NH:4][C:3]1=[O:17].Cl[CH2:19][C:20]1[N:29]=[C:28]([CH3:30])[C:27]2[C:22](=[CH:23][CH:24]=[CH:25][CH:26]=2)[N:21]=1.C(=O)([O-])[O-].[K+].[K+].O, predict the reaction product. The product is: [CH3:30][C:28]1[C:27]2[C:22](=[CH:23][CH:24]=[CH:25][CH:26]=2)[N:21]=[C:20]([CH2:19][N:4]2[C:5](=[O:16])[C:6]3[N:7]([CH2:12][C:13]#[C:14][CH3:15])[C:8]([Br:11])=[N:9][C:10]=3[N:2]([CH3:1])[C:3]2=[O:17])[N:29]=1. (5) Given the reactants [O-]P([O-])([O-])=O.[K+].[K+].[K+].[CH2:9]([NH2:16])[C:10]1[CH:15]=[CH:14][CH:13]=[CH:12][CH:11]=1.Br[C:18]1[CH:26]=[CH:25][CH:24]=[CH:23][C:19]=1[C:20]([OH:22])=[O:21].C(O)CO, predict the reaction product. The product is: [CH2:9]([NH:16][C:18]1[CH:26]=[CH:25][CH:24]=[CH:23][C:19]=1[C:20]([OH:22])=[O:21])[C:10]1[CH:15]=[CH:14][CH:13]=[CH:12][CH:11]=1. (6) Given the reactants [N-:1]=[N+:2]=[N-:3].[Na+].Br[CH2:6][CH2:7][C:8]1[C:16]2[C:11](=[CH:12][CH:13]=[CH:14][CH:15]=2)[NH:10][CH:9]=1.[CH3:17][O:18][C:19](=[O:22])[C:20]#[CH:21], predict the reaction product. The product is: [NH:10]1[C:11]2[C:16](=[CH:15][CH:14]=[CH:13][CH:12]=2)[C:8]([CH2:7][CH2:6][N:1]2[CH:21]=[C:20]([C:19]([O:18][CH3:17])=[O:22])[N:3]=[N:2]2)=[CH:9]1.